This data is from Full USPTO retrosynthesis dataset with 1.9M reactions from patents (1976-2016). The task is: Predict the reactants needed to synthesize the given product. (1) Given the product [F:10][C:11]1[CH:12]=[C:13]([CH:25]=[C:26]([F:28])[CH:27]=1)[CH2:14][C:15]1[CH:16]=[C:17]2[C:21](=[CH:22][CH:23]=1)[NH:20][N:19]=[C:18]2[NH:24][C:39](=[O:40])[C:38]1[CH:37]=[CH:41][C:35]([O:36][CH2:9][C@@H:7]2[CH2:8][CH2:6][CH2:4][N:3]2[CH3:2])=[CH:6][C:4]=1[NH:3][CH:2]1[CH2:34][CH2:32][O:31][CH2:30][CH2:29]1, predict the reactants needed to synthesize it. The reactants are: C[CH2:2][N:3]([CH:7]([CH3:9])[CH3:8])[CH:4]([CH3:6])C.[F:10][C:11]1[CH:12]=[C:13]([CH:25]=[C:26]([F:28])[CH:27]=1)[CH2:14][C:15]1[CH:16]=[C:17]2[C:21](=[CH:22][CH:23]=1)[NH:20][N:19]=[C:18]2[NH2:24].[CH3:29][CH2:30][O:31][C:32]([CH3:34])=O.[CH3:35][OH:36].[CH2:37]1[CH2:41][O:40][CH2:39][CH2:38]1. (2) Given the product [S:1]1[CH:5]=[CH:4][C:3]2[CH:6]=[C:7]([C:10]3[CH:17]=[CH:16][CH:15]=[CH:14][C:11]=3[CH2:12][OH:13])[CH:8]=[CH:9][C:2]1=2, predict the reactants needed to synthesize it. The reactants are: [S:1]1[CH:5]=[CH:4][C:3]2[CH:6]=[C:7]([C:10]3[CH:17]=[CH:16][CH:15]=[CH:14][C:11]=3[CH:12]=[O:13])[CH:8]=[CH:9][C:2]1=2.[BH4-].[Na+]. (3) Given the product [CH2:34]([O:33][C:32](=[O:36])[CH2:2][C:1]([C:4]1[CH:25]=[CH:24][C:7]([O:8][CH2:9][C:10]2[C:11]([N:17]3[C:21](=[O:22])[N:20]([CH3:23])[N:19]=[N:18]3)=[CH:12][CH:13]=[CH:14][C:15]=2[CH3:16])=[C:6]([CH3:26])[CH:5]=1)=[O:3])[CH3:35], predict the reactants needed to synthesize it. The reactants are: [C:1]([C:4]1[CH:25]=[CH:24][C:7]([O:8][CH2:9][C:10]2[C:15]([CH3:16])=[CH:14][CH:13]=[CH:12][C:11]=2[N:17]2[C:21](=[O:22])[N:20]([CH3:23])[N:19]=[N:18]2)=[C:6]([CH3:26])[CH:5]=1)(=[O:3])[CH3:2].O1CCCC1.[C:32](=O)([O:36]CC)[O:33][CH2:34][CH3:35].Cl. (4) Given the product [CH2:33]([C:37]1([OH:46])[CH2:38][CH:39]2[CH:43]([CH2:42][CH:6]([NH:7][CH2:8][C:9]([N:11]3[CH2:15][CH2:14][CH2:13][CH:12]3[C:16]#[N:17])=[O:10])[CH2:40]2)[CH2:44]1)[CH2:34][CH2:35][CH3:36], predict the reactants needed to synthesize it. The reactants are: C(O[C:6](=O)[NH:7][CH2:8][C:9]([N:11]1[CH2:15][CH2:14][CH2:13][CH:12]1[C:16]#[N:17])=[O:10])(C)(C)C.FC(F)(F)C(O)=O.C(N(CC)CC)C.[CH2:33]([C:37]1([OH:46])[CH:44]=[C:43]2[CH:39]([CH2:40]C(=O)[CH2:42]2)[CH2:38]1)[CH2:34][CH2:35][CH3:36].C(O[BH-](OC(=O)C)OC(=O)C)(=O)C.[Na+]. (5) Given the product [O:1]1[CH2:6][CH2:5][CH:4]([NH:7][C:8]2[N:9]=[CH:10][C:11]3[CH2:17][CH2:16][C@H:15]([C:18]([OH:20])=[O:19])[O:14][C:12]=3[N:13]=2)[CH2:3][CH2:2]1, predict the reactants needed to synthesize it. The reactants are: [O:1]1[CH2:6][CH2:5][CH:4]([NH:7][C:8]2[N:9]=[CH:10][C:11]3[CH2:17][CH2:16][C@H:15]([C:18]([O:20]CC)=[O:19])[O:14][C:12]=3[N:13]=2)[CH2:3][CH2:2]1.O[Li].O.Cl.O1CCOCC1.